From a dataset of Reaction yield outcomes from USPTO patents with 853,638 reactions. Predict the reaction yield, written as a fraction of the theoretical maximum amount of product (1.0 means a 100% yield; for example, 0.34 means a 34% yield). (1) The reactants are [OH:1][C:2]1[CH:9]=[C:8]([OH:10])[CH:7]=[CH:6][C:3]=1[CH:4]=[O:5].C(=O)(O)[O-].[K+].Br[CH2:17][CH2:18][CH2:19][OH:20].O. The catalyst is C(#N)C. The product is [OH:1][C:2]1[CH:9]=[C:8]([O:10][CH2:17][CH2:18][CH2:19][OH:20])[CH:7]=[CH:6][C:3]=1[CH:4]=[O:5]. The yield is 0.410. (2) The reactants are [C:1]1([C:7](=[O:15])[CH2:8][C:9]2[CH:14]=[CH:13][N:12]=[CH:11][CH:10]=2)[CH:6]=[CH:5][CH:4]=[CH:3][CH:2]=1.[C:16](Cl)(=[O:23])[C:17]1[CH:22]=[CH:21][CH:20]=[CH:19][CH:18]=1. No catalyst specified. The product is [C:16]([O:15][C:7]([C:1]1[CH:6]=[CH:5][CH:4]=[CH:3][CH:2]=1)=[CH:8][C:9]1[CH:10]=[CH:11][N:12]=[CH:13][CH:14]=1)(=[O:23])[C:17]1[CH:22]=[CH:21][CH:20]=[CH:19][CH:18]=1. The yield is 0.620. (3) The reactants are Cl[CH2:2][CH2:3][N:4]1[CH:9]2[CH2:10][CH2:11][CH:5]1[CH:6]=[C:7]([C:12]1[CH:21]=[CH:20][C:19]3[C:14](=[CH:15][CH:16]=[CH:17][CH:18]=3)[CH:13]=1)[CH2:8]2.[CH3:22][O:23][C:24]1[CH:25]=[C:26]2[C:31](=[C:32]([OH:34])[CH:33]=1)[N:30]=[CH:29][CH:28]=[CH:27]2.[H-].[Na+].CS(C)=O. The catalyst is CCO.O. The product is [CH3:22][O:23][C:24]1[CH:25]=[C:26]2[C:31](=[C:32]([O:34][CH2:2][CH2:3][N:4]3[CH:9]4[CH2:10][CH2:11][CH:5]3[CH:6]=[C:7]([C:12]3[CH:21]=[CH:20][C:19]5[C:14](=[CH:15][CH:16]=[CH:17][CH:18]=5)[CH:13]=3)[CH2:8]4)[CH:33]=1)[N:30]=[CH:29][CH:28]=[CH:27]2. The yield is 0.380. (4) The reactants are ClC1C=C(N(C)CC(O)=O)C=CC=1Cl.[Br:15][C:16]1[C:17]([Br:31])=[CH:18][C:19]2[O:24][CH2:23][C:22](=[O:25])[N:21]([CH2:26][C:27]([OH:29])=O)[C:20]=2[CH:30]=1.C1(C2C=CC=CC=2)C=CC(C(NC)CN2CCCC2)=CC=1.[C:53]1([C:69]2[CH:74]=[CH:73][CH:72]=[CH:71][CH:70]=2)[CH:58]=[CH:57][C:56]([CH:59]([NH:67][CH3:68])[CH2:60][N:61]2[CH2:66][CH2:65][O:64][CH2:63][CH2:62]2)=[CH:55][CH:54]=1. No catalyst specified. The product is [C:53]1([C:69]2[CH:74]=[CH:73][CH:72]=[CH:71][CH:70]=2)[CH:54]=[CH:55][C:56]([CH:59]([N:67]([CH3:68])[C:27](=[O:29])[CH2:26][N:21]2[C:20]3[CH:30]=[C:16]([Br:15])[C:17]([Br:31])=[CH:18][C:19]=3[O:24][CH2:23][C:22]2=[O:25])[CH2:60][N:61]2[CH2:62][CH2:63][O:64][CH2:65][CH2:66]2)=[CH:57][CH:58]=1. The yield is 0.580. (5) The reactants are [CH3:1][C:2]([C:5]1[C:10]([C:11]2[CH:16]=[C:15]([O:17][CH3:18])[CH:14]=[CH:13][C:12]=2[F:19])=[CH:9][C:8]([CH2:20][O:21][C:22]2[CH:27]=[CH:26][C:25]([C@@H:28]([C:34]#[C:35][CH3:36])[CH2:29][C:30]([O:32][CH3:33])=[O:31])=[CH:24][CH:23]=2)=[CH:7][CH:6]=1)([CH3:4])[CH3:3].CCOC(C)=O.N1C2C(=CC=CC=2)C=CC=1. The catalyst is [Pd].CC([O-])=O.CC([O-])=O.[Pb+2]. The product is [CH3:4][C:2]([C:5]1[C:10]([C:11]2[CH:16]=[C:15]([O:17][CH3:18])[CH:14]=[CH:13][C:12]=2[F:19])=[CH:9][C:8]([CH2:20][O:21][C:22]2[CH:23]=[CH:24][C:25]([C@@H:28](/[CH:34]=[CH:35]\[CH3:36])[CH2:29][C:30]([O:32][CH3:33])=[O:31])=[CH:26][CH:27]=2)=[CH:7][CH:6]=1)([CH3:1])[CH3:3]. The yield is 0.960. (6) The reactants are [N+:1]([C:4]1[CH:5]=[C:6]([C:10]2([C:13]#[N:14])[CH2:12][CH2:11]2)[CH:7]=[CH:8][CH:9]=1)([O-:3])=[O:2].[OH-:15].[K+].OO. The catalyst is CC(O)C.[Cl-].C([N+](CC)(CC)CC1C=CC=CC=1)C. The product is [N+:1]([C:4]1[CH:5]=[C:6]([C:10]2([C:13]([NH2:14])=[O:15])[CH2:11][CH2:12]2)[CH:7]=[CH:8][CH:9]=1)([O-:3])=[O:2]. The yield is 0.630. (7) The reactants are [CH3:1][NH:2][C:3]1[N:8]=[C:7]([C:9]2[S:10][C:11]3[CH:19]=[CH:18][CH:17]=[CH:16][C:12]=3[C:13](=[O:15])[N:14]=2)[CH:6]=[CH:5][CH:4]=1.[C:20](Cl)(=[O:23])[CH2:21][CH3:22].CN(C)C(=O)C. The catalyst is O. The product is [CH3:1][N:2]([C:3]1[CH:4]=[CH:5][CH:6]=[C:7]([C:9]2[S:10][C:11]3[CH:19]=[CH:18][CH:17]=[CH:16][C:12]=3[C:13](=[O:15])[N:14]=2)[N:8]=1)[C:20](=[O:23])[CH2:21][CH3:22]. The yield is 0.490. (8) The reactants are [C:1]([C:5]1[CH:10]=[C:9](Br)[C:8]([N+:12]([O-:14])=[O:13])=[CH:7][C:6]=1[O:15][CH3:16])([CH3:4])([CH3:3])[CH3:2].[F-:17].[K+].[K+].[Br-].Cl[C:22]([F:28])([F:27])C(OC)=O. The catalyst is CN(C=O)C.O.[Cu]I. The product is [C:1]([C:5]1[CH:10]=[C:9]([C:22]([F:28])([F:17])[F:27])[C:8]([N+:12]([O-:14])=[O:13])=[CH:7][C:6]=1[O:15][CH3:16])([CH3:4])([CH3:3])[CH3:2]. The yield is 0.610. (9) The reactants are [Cl:1][C:2]1[CH:7]=[C:6]([N+:8]([O-:10])=[O:9])[CH:5]=[CH:4][C:3]=1I.[CH3:12][Si:13]([C:16]#[CH:17])([CH3:15])[CH3:14]. The catalyst is [Cu]I.C1C=CC(P(C2C=CC=CC=2)C2C=CC=CC=2)=CC=1.C1C=CC(P(C2C=CC=CC=2)C2C=CC=CC=2)=CC=1.Cl[Pd]Cl.C1COCC1.C(NC(C)C)(C)C. The product is [Cl:1][C:2]1[CH:7]=[C:6]([N+:8]([O-:10])=[O:9])[CH:5]=[CH:4][C:3]=1[C:17]#[C:16][Si:13]([CH3:15])([CH3:14])[CH3:12]. The yield is 0.650.